Dataset: Full USPTO retrosynthesis dataset with 1.9M reactions from patents (1976-2016). Task: Predict the reactants needed to synthesize the given product. (1) Given the product [OH:1][C@@H:2]1[CH2:7][CH2:6][CH2:5][CH2:4][C@H:3]1[NH:8][C:9]1[S:10][C:11]2[CH:17]=[C:16]([CH2:18][N:19]3[C:23]4=[N:24][CH:25]=[C:26]([C:28]([NH:40][CH3:44])=[O:29])[CH:27]=[C:22]4[N:21]=[CH:20]3)[CH:15]=[CH:14][C:12]=2[N:13]=1, predict the reactants needed to synthesize it. The reactants are: [OH:1][C@@H:2]1[CH2:7][CH2:6][CH2:5][CH2:4][C@H:3]1[NH:8][C:9]1[S:10][C:11]2[CH:17]=[C:16]([CH2:18][N:19]3[C:23]4=[N:24][CH:25]=[C:26]([C:28](O)=[O:29])[CH:27]=[C:22]4[N:21]=[CH:20]3)[CH:15]=[CH:14][C:12]=2[N:13]=1.CN.F[P-](F)(F)(F)(F)F.[N:40]1(O[P+](N(C)C)(N(C)C)N(C)C)[C:44]2C=CC=CC=2N=N1. (2) Given the product [F:1][C:2]1[CH:3]=[CH:4][C:5]([S:31]([CH3:34])(=[O:32])=[O:33])=[C:6]([C:8]2[N:13]=[C:12]([N:44]3[CH2:49][CH2:48][O:47][CH2:46][CH2:45]3)[N:11]=[C:10]([C:18]3[CH:19]=[CH:20][C:21]([NH:24][C:25]([NH:27][CH2:28][CH2:29][OH:30])=[O:26])=[CH:22][CH:23]=3)[CH:9]=2)[CH:7]=1, predict the reactants needed to synthesize it. The reactants are: [F:1][C:2]1[CH:3]=[CH:4][C:5]([S:31]([CH3:34])(=[O:33])=[O:32])=[C:6]([C:8]2[N:13]=[C:12](S(C)(=O)=O)[N:11]=[C:10]([C:18]3[CH:23]=[CH:22][C:21]([NH:24][C:25]([NH:27][CH2:28][CH2:29][OH:30])=[O:26])=[CH:20][CH:19]=3)[CH:9]=2)[CH:7]=1.CCN(C(C)C)C(C)C.[NH:44]1[CH2:49][CH2:48][O:47][CH2:46][CH2:45]1. (3) Given the product [C:20]([C:22]1[CH:23]=[CH:24][C:25]([O:32][CH3:33])=[C:26]([S:28]([NH:1][CH2:2][CH2:3][C:4]2[CH:9]=[CH:8][C:7]([OH:10])=[CH:6][C:5]=2[O:11][CH2:12][O:13][CH3:14])(=[O:30])=[O:29])[CH:27]=1)#[N:21], predict the reactants needed to synthesize it. The reactants are: [NH2:1][CH2:2][CH2:3][C:4]1[CH:9]=[CH:8][C:7]([OH:10])=[CH:6][C:5]=1[O:11][CH2:12][O:13][CH3:14].C(=O)(O)[O-].[Na+].[C:20]([C:22]1[CH:23]=[CH:24][C:25]([O:32][CH3:33])=[C:26]([S:28](Cl)(=[O:30])=[O:29])[CH:27]=1)#[N:21]. (4) Given the product [CH2:24]([N:31]1[CH:2]=[C:1]([C:3]2[CH:8]=[CH:7][N:6]=[C:5]([C:9]3[CH:14]=[C:13]([N:15]4[CH2:16][CH2:17][CH2:18][CH2:19][CH2:20]4)[CH:12]=[CH:11][C:10]=3[N+:21]([O-:23])=[O:22])[CH:4]=2)[N:33]=[N:32]1)[C:25]1[CH:30]=[CH:29][CH:28]=[CH:27][CH:26]=1, predict the reactants needed to synthesize it. The reactants are: [C:1]([C:3]1[CH:8]=[CH:7][N:6]=[C:5]([C:9]2[CH:14]=[C:13]([N:15]3[CH2:20][CH2:19][CH2:18][CH2:17][CH2:16]3)[CH:12]=[CH:11][C:10]=2[N+:21]([O-:23])=[O:22])[CH:4]=1)#[CH:2].[CH2:24]([N:31]=[N+:32]=[N-:33])[C:25]1[CH:30]=[CH:29][CH:28]=[CH:27][CH:26]=1.O=C1O[C@H]([C@H](CO)O)C([O-])=C1O.[Na+].C(O)(C)(C)C. (5) Given the product [CH3:1][S:2]([O:19][CH2:18][C:15]1[NH:16][CH:17]=[C:13]([C:10]2[CH:9]=[CH:8][C:7]([F:6])=[CH:12][CH:11]=2)[C:14]=1[C:20]1[CH:21]=[CH:22][N:23]=[CH:24][CH:25]=1)(=[O:4])=[O:3], predict the reactants needed to synthesize it. The reactants are: [CH3:1][S:2](Cl)(=[O:4])=[O:3].[F:6][C:7]1[CH:12]=[CH:11][C:10]([C:13]2[C:14]([C:20]3[CH:25]=[CH:24][N:23]=[CH:22][CH:21]=3)=[C:15]([CH2:18][OH:19])[NH:16][CH:17]=2)=[CH:9][CH:8]=1. (6) Given the product [CH3:1][C:2]1[S:3][CH:4]=[C:5]([C:7]([NH:9][C:10]2[CH:18]=[C:17]([C:33]3[CH:38]=[N:37][CH:36]=[C:35]([S:39]([N:42]4[CH2:43][CH2:44][O:45][CH2:46][CH2:47]4)(=[O:41])=[O:40])[CH:34]=3)[CH:16]=[C:15]3[C:11]=2[CH:12]=[N:13][NH:14]3)=[O:8])[N:6]=1, predict the reactants needed to synthesize it. The reactants are: [CH3:1][C:2]1[S:3][CH:4]=[C:5]([C:7]([NH:9][C:10]2[CH:18]=[C:17]([Sn](C)(C)C)[CH:16]=[C:15]3[C:11]=2[CH:12]=[N:13][N:14]3S(C2C=CC=CC=2)(=O)=O)=[O:8])[N:6]=1.Br[C:33]1[CH:34]=[C:35]([S:39]([N:42]2[CH2:47][CH2:46][O:45][CH2:44][CH2:43]2)(=[O:41])=[O:40])[CH:36]=[N:37][CH:38]=1.CN(C=O)C.[OH-].[Na+]. (7) Given the product [Cl:1][C:2]1[CH:7]=[CH:6][CH:5]=[CH:4][C:3]=1[C:8](=[O:10])[CH2:9][CH2:12][C:13]1[N:14]=[C:15]([C:18]2[CH:23]=[CH:22][C:21]([O:24][CH3:25])=[C:20]([O:26][CH2:27][CH:28]3[CH2:30][CH2:29]3)[CH:19]=2)[O:16][CH:17]=1, predict the reactants needed to synthesize it. The reactants are: [Cl:1][C:2]1[CH:7]=[CH:6][CH:5]=[CH:4][C:3]=1[C:8](=[O:10])[CH3:9].Cl[CH2:12][C:13]1[N:14]=[C:15]([C:18]2[CH:23]=[CH:22][C:21]([O:24][CH3:25])=[C:20]([O:26][CH2:27][CH:28]3[CH2:30][CH2:29]3)[CH:19]=2)[O:16][CH:17]=1. (8) Given the product [CH3:6][NH:8][C@H:9]([C:19]([NH:21][C@H:22]([C:27]([N:29]([C@@H:31]([CH:40]([CH3:41])[CH3:42])/[CH:32]=[C:33](\[CH3:39])/[C:34]([O:36][CH2:37][CH3:38])=[O:35])[CH3:30])=[O:28])[C@H:23]([CH3:26])[O:24][CH3:25])=[O:20])[C:10]([CH3:17])([CH3:18])[C:11]1[CH:12]=[CH:13][CH:14]=[CH:15][CH:16]=1, predict the reactants needed to synthesize it. The reactants are: C(O[C:6]([N:8](C)[C@H:9]([C:19]([NH:21][C@H:22]([C:27]([N:29]([C@@H:31]([CH:40]([CH3:42])[CH3:41])/[CH:32]=[C:33](\[CH3:39])/[C:34]([O:36][CH2:37][CH3:38])=[O:35])[CH3:30])=[O:28])[C@H:23]([CH3:26])[O:24][CH3:25])=[O:20])[C:10]([CH3:18])([CH3:17])[C:11]1[CH:16]=[CH:15][CH:14]=[CH:13][CH:12]=1)=O)(C)(C)C.Cl.O1CCOCC1. (9) The reactants are: Cl.[CH2:2]([O:9][C:10]([CH:12]1[CH2:17][CH2:16][NH:15][CH2:14][CH2:13]1)=[O:11])[C:3]1[CH:8]=[CH:7][CH:6]=[CH:5][CH:4]=1.C(N(CC)CC)C.[CH3:25][S:26](Cl)(=[O:28])=[O:27]. Given the product [CH2:2]([O:9][C:10]([CH:12]1[CH2:17][CH2:16][N:15]([S:26]([CH3:25])(=[O:28])=[O:27])[CH2:14][CH2:13]1)=[O:11])[C:3]1[CH:4]=[CH:5][CH:6]=[CH:7][CH:8]=1, predict the reactants needed to synthesize it.